Dataset: Forward reaction prediction with 1.9M reactions from USPTO patents (1976-2016). Task: Predict the product of the given reaction. The product is: [CH2:43]([N:45]([CH2:46][CH3:47])[C:34](=[O:35])[CH2:33][N:4]1[CH:5]=[C:6]([N:7]2[C:19]3[C:18]4[CH:17]=[C:16]([C:20]5[CH:21]=[N:22][C:23]([N:26]6[CH2:30][CH2:29][CH2:28][CH2:27]6)=[N:24][CH:25]=5)[CH:15]=[CH:14][C:13]=4[N:12]=[CH:11][C:10]=3[N:9]([CH3:31])[C:8]2=[O:32])[C:2]([CH3:1])=[N:3]1)[CH3:44]. Given the reactants [CH3:1][C:2]1[C:6]([N:7]2[C:19]3[C:18]4[CH:17]=[C:16]([C:20]5[CH:21]=[N:22][C:23]([N:26]6[CH2:30][CH2:29][CH2:28][CH2:27]6)=[N:24][CH:25]=5)[CH:15]=[CH:14][C:13]=4[N:12]=[CH:11][C:10]=3[N:9]([CH3:31])[C:8]2=[O:32])=[CH:5][N:4]([CH2:33][C:34](O)=[O:35])[N:3]=1.CN(C=O)C.[Cl-].[CH2:43]([NH:45][CH2:46][CH3:47])[CH3:44], predict the reaction product.